Dataset: Experimentally validated miRNA-target interactions with 360,000+ pairs, plus equal number of negative samples. Task: Binary Classification. Given a miRNA mature sequence and a target amino acid sequence, predict their likelihood of interaction. (1) The miRNA is hsa-miR-939-3p with sequence CCCUGGGCCUCUGCUCCCCAG. The protein sequence of the target gene is MPSCGACTCGAAAVRLITSSLASAQRGISGGRIHMSVLGRLGTFETQILQRAPLRSFTETPAYFASKDGISKDGSGDGNKKSASEGSSKKSGSGNSGKGGNQLRCPKCGDLCTHVETFVSSTRFVKCEKCHHFFVVLSEADSKKSIIKEPESAAEAVKLAFQQKPPPPPKKIYNYLDKYVVGQSFAKKVLSVAVYNHYKRIYNNIPANLRQQAEVEKQTSLTPRELEIRRREDEYRFTKLLQIAGISPHGNALGASMQQQVNQQIPQEKRGGEVLDSSHDDIKLEKSNILLLGPTGSGKT.... Result: 1 (interaction). (2) The miRNA is hsa-let-7b-5p with sequence UGAGGUAGUAGGUUGUGUGGUU. The protein sequence of the target gene is MLPLSIKDDEYKPPKFNLFGKISGWFRSILSDKTSRNLFFFLCLNLSFAFVELLYGIWSNCLGLISDSFHMFFDSTAILAGLAASVISKWRDNDAFSYGYVRAEVLAGFVNGLFLIFTAFFIFSEGVERALAPPDVHHERLLLVSILGFVVNLIGIFVFKHGGHGHSHGSGHGHSHSLFNGALDQAHGHVDHCHSHEVKHGAAHSHDHAHGHGHFHSHDGPSLKETTGPSRQILQGVFLHILADTLGSIGVIASAIMMQNFGLMIADPICSILIAILIVVSVIPLLRESVGILMQRTPPL.... Result: 1 (interaction). (3) The miRNA is hsa-miR-7977 with sequence UUCCCAGCCAACGCACCA. The protein sequence of the target gene is MAATFFGEVVKAPCRAGTEDEEEEEEGRRETPEDREVRLQLARKREVRLLRRQTKTSLEVSLLEKYPCSKFIIAIGNNAVAFLSSFVMNSGVWEEVGCAKLWNEWCRTTDTTHLSSTEAFCVFYHLKSNPSVFLCQCSCYVAEDQQYQWLEKVFGSCPRKNMQITILTCRHVTDYKTSESTGSLPSPFLRALKTQNFKDSACCPLLEQPNIVHDLPAAVLSYCQVWKIPAILYLCYTDVMKLDLITVEAFKPILSTRSLKGLVKNIPQSTEILKKLMTTNEIQSNIYT. Result: 1 (interaction). (4) The miRNA is hsa-miR-4262 with sequence GACAUUCAGACUACCUG. The protein sequence of the target gene is MKMSIRTPPRLLELAGRSLLRDQALAMSTLEELPTELFPPLFMEAFSRRRCEALKLMVQAWPFRRLPLRPLIKMPCLEAFQAVLDGLDALLTQGVRPRRWKLQVLDLQDVCENFWMVWSEAMAHGCFLNAKRNKKPVQDCPRMRGRQPLTVFVELWLKNRTLDEYLTYLLLWVKQRKDLLHLCCKKLKILGMPFRNIRSILKMVNLDCIQEVEVNCKWVLPILTQFTPYLGHMRNLQKLVLSHMDVSRYVSPEQKKEIVTQFTTQFLKLRCLQKLYMNSVSFLEGHLDQLLSCLKTSLKV.... Result: 1 (interaction). (5) The miRNA is mmu-miR-107-3p with sequence AGCAGCAUUGUACAGGGCUAUCA. The protein sequence of the target gene is MRLGPRPAALGLLLPLLLYAAVAGASKAEELHYPQGEHRADYDREALLGVQEDVDEYVKLGHEEQQRRLQSIIKKIDSDSDGFLTENELSQWIQMSFKHYAMQEAKQQFVEYDKNSDGAVTWDEYNIQMYDRVIDFDENTALDDTEEGSFRQLHLKDKKRFEKANQDSGPGLSLEEFIAFEHPEEVDYMTEFVIQEALEEHDKNGDGFVSLEEFLGDYRRDPTANEDPEWILVEKDRFVNDYDKDNDGRLDPQELLSWVVPNNQGIAQEEALHLIDEMDLNSDKKLSEEEILENQDLFLT.... Result: 0 (no interaction).